From a dataset of NCI-60 drug combinations with 297,098 pairs across 59 cell lines. Regression. Given two drug SMILES strings and cell line genomic features, predict the synergy score measuring deviation from expected non-interaction effect. (1) Drug 1: C(=O)(N)NO. Cell line: M14. Synergy scores: CSS=-2.65, Synergy_ZIP=0.781, Synergy_Bliss=-0.688, Synergy_Loewe=-3.67, Synergy_HSA=-3.66. Drug 2: CC1=C(C=C(C=C1)C(=O)NC2=CC(=CC(=C2)C(F)(F)F)N3C=C(N=C3)C)NC4=NC=CC(=N4)C5=CN=CC=C5. (2) Drug 1: CC1=C(C=C(C=C1)NC(=O)C2=CC=C(C=C2)CN3CCN(CC3)C)NC4=NC=CC(=N4)C5=CN=CC=C5. Drug 2: COCCOC1=C(C=C2C(=C1)C(=NC=N2)NC3=CC=CC(=C3)C#C)OCCOC.Cl. Cell line: HCC-2998. Synergy scores: CSS=-4.43, Synergy_ZIP=5.93, Synergy_Bliss=-5.76, Synergy_Loewe=-4.85, Synergy_HSA=-10.3. (3) Synergy scores: CSS=16.7, Synergy_ZIP=12.8, Synergy_Bliss=13.7, Synergy_Loewe=9.17, Synergy_HSA=9.01. Cell line: SR. Drug 1: CC1=C(C=C(C=C1)NC(=O)C2=CC=C(C=C2)CN3CCN(CC3)C)NC4=NC=CC(=N4)C5=CN=CC=C5. Drug 2: CC12CCC3C(C1CCC2OP(=O)(O)O)CCC4=C3C=CC(=C4)OC(=O)N(CCCl)CCCl.[Na+].